From a dataset of Catalyst prediction with 721,799 reactions and 888 catalyst types from USPTO. Predict which catalyst facilitates the given reaction. (1) Reactant: I[C:2]1[N:3]=[CH:4][N:5]([C:7]([C:20]2[CH:25]=[CH:24][CH:23]=[CH:22][CH:21]=2)([C:14]2[CH:19]=[CH:18][CH:17]=[CH:16][CH:15]=2)[C:8]2[CH:13]=[CH:12][CH:11]=[CH:10][CH:9]=2)[CH:6]=1.N#N.CC[Mg+].[Br-].[CH2:32]1[C:37]2([CH2:42][CH2:41][CH2:40][CH2:39][CH2:38]2)[CH2:36][CH2:35][CH:34]([CH:43]=[O:44])[CH2:33]1. Product: [CH2:36]1[C:37]2([CH2:38][CH2:39][CH2:40][CH2:41][CH2:42]2)[CH2:32][CH2:33][CH:34]([CH:43]([C:2]2[N:3]=[CH:4][N:5]([C:7]([C:14]3[CH:15]=[CH:16][CH:17]=[CH:18][CH:19]=3)([C:8]3[CH:13]=[CH:12][CH:11]=[CH:10][CH:9]=3)[C:20]3[CH:21]=[CH:22][CH:23]=[CH:24][CH:25]=3)[CH:6]=2)[OH:44])[CH2:35]1. The catalyst class is: 1. (2) Reactant: [S:1]1[CH:5]=[CH:4][CH:3]=[C:2]1B(O)O.Br[C:10]1[CH:11]=[C:12]2[C:18]3=[CH:19][C:20]4[N:21]([CH2:31][CH2:32][CH2:33][CH2:34][CH2:35][CH2:36][CH2:37][CH2:38][CH2:39][CH2:40][CH2:41][CH3:42])[C:22]5[C:27]([C:28]=4[CH:29]=[C:17]3[N:16]([CH2:43][CH2:44][CH2:45][CH2:46][CH2:47][CH2:48][CH2:49][CH2:50][CH2:51][CH2:52][CH2:53][CH3:54])[C:13]2=[CH:14][CH:15]=1)=[CH:26][C:25](Br)=[CH:24][CH:23]=5.C([O-])([O-])=O.[Na+].[Na+]. Product: [S:1]1[CH:5]=[CH:4][CH:3]=[C:2]1[C:10]1[CH:11]=[C:12]2[C:18]3=[CH:19][C:20]4[N:21]([CH2:31][CH2:32][CH2:33][CH2:34][CH2:35][CH2:36][CH2:37][CH2:38][CH2:39][CH2:40][CH2:41][CH3:42])[C:22]5[C:27]([C:28]=4[CH:29]=[C:17]3[N:16]([CH2:43][CH2:44][CH2:45][CH2:46][CH2:47][CH2:48][CH2:49][CH2:50][CH2:51][CH2:52][CH2:53][CH3:54])[C:13]2=[CH:14][CH:15]=1)=[CH:26][C:25]([C:2]1[S:1][CH:5]=[CH:4][CH:3]=1)=[CH:24][CH:23]=5. The catalyst class is: 206.